Dataset: Peptide-MHC class II binding affinity with 134,281 pairs from IEDB. Task: Regression. Given a peptide amino acid sequence and an MHC pseudo amino acid sequence, predict their binding affinity value. This is MHC class II binding data. The peptide sequence is YDKFLANVSTVNTGK. The MHC is DRB1_0701 with pseudo-sequence DRB1_0701. The binding affinity (normalized) is 0.736.